Predict the reactants needed to synthesize the given product. From a dataset of Full USPTO retrosynthesis dataset with 1.9M reactions from patents (1976-2016). (1) Given the product [CH3:34][C:25]1[CH:30]=[CH:29][C:28]([C:31]([NH:1][C:2]2[C:15]3[C:14](=[O:16])[C:13]4[C:8](=[CH:9][CH:10]=[CH:11][CH:12]=4)[C:7](=[O:17])[C:6]=3[CH:5]=[CH:4][C:3]=2[NH:18][C:45](=[O:41])[C:44]2[CH:20]=[CH:21][C:22]([CH3:23])=[CH:42][CH:43]=2)=[O:32])=[CH:27][CH:26]=1, predict the reactants needed to synthesize it. The reactants are: [NH2:1][C:2]1[C:15]2[C:14](=[O:16])[C:13]3[C:8](=[CH:9][CH:10]=[CH:11][CH:12]=3)[C:7](=[O:17])[C:6]=2[CH:5]=[CH:4][C:3]=1[NH2:18].N1C=[CH:23][CH:22]=[CH:21][CH:20]=1.[C:25]1([CH3:34])[CH:30]=[CH:29][C:28]([C:31](Cl)=[O:32])=[CH:27][CH:26]=1.C(OCC)(=O)C.[O:41]1[CH2:45][CH2:44][CH2:43][CH2:42]1. (2) Given the product [NH2:15][C:12]1[CH:11]=[CH:10][C:9]([N:8]2[C:7]3[CH:6]=[CH:5][N:4]=[CH:3][C:2]=3[N:1]=[C:26]2[C:25]2[C:23]([NH2:37])=[N:24][O:33][N:31]=2)=[CH:14][CH:13]=1, predict the reactants needed to synthesize it. The reactants are: [NH2:1][C:2]1[CH:3]=[N:4][CH:5]=[CH:6][C:7]=1[NH:8][C:9]1[CH:14]=[CH:13][C:12]([NH:15]C(=O)OC(C)(C)C)=[CH:11][CH:10]=1.[C:23]([CH2:25][C:26](OCC)=O)#[N:24].[N:31]([O-:33])=O.[Na+].[OH-].[Na+].[NH2:37]O. (3) Given the product [C:38]([CH:32]([OH:33])[C:9]1[C:10]([CH:29]([CH3:30])[CH3:31])=[N:11][C:12]2[C:13]([CH3:28])([CH3:27])[CH2:14][N:15]([C:18]([O:20][CH2:21][CH2:22][Si:23]([CH3:24])([CH3:25])[CH3:26])=[O:19])[CH2:16][C:17]=2[C:8]=1[C:5]1[CH:6]=[CH:7][C:2]([F:1])=[CH:3][CH:4]=1)#[N:39], predict the reactants needed to synthesize it. The reactants are: [F:1][C:2]1[CH:7]=[CH:6][C:5]([C:8]2[C:17]3[CH2:16][N:15]([C:18]([O:20][CH2:21][CH2:22][Si:23]([CH3:26])([CH3:25])[CH3:24])=[O:19])[CH2:14][C:13]([CH3:28])([CH3:27])[C:12]=3[N:11]=[C:10]([CH:29]([CH3:31])[CH3:30])[C:9]=2[CH:32]=[O:33])=[CH:4][CH:3]=1.C[Si]([C:38]#[N:39])(C)C.CO.Cl. (4) Given the product [C:1]([NH:4][C:5]1[CH:10]=[C:9]([C:11]2[O:12][C:13]([C:19]3[CH:24]=[CH:23][CH:22]=[CH:21][C:20]=3[Cl:25])=[C:14]([C:16]([N:42]([O:41][CH3:40])[CH3:43])=[O:17])[N:15]=2)[C:8]([CH3:26])=[CH:7][N:6]=1)(=[O:3])[CH3:2], predict the reactants needed to synthesize it. The reactants are: [C:1]([NH:4][C:5]1[CH:10]=[C:9]([C:11]2[O:12][C:13]([C:19]3[CH:24]=[CH:23][CH:22]=[CH:21][C:20]=3[Cl:25])=[C:14]([C:16](O)=[O:17])[N:15]=2)[C:8]([CH3:26])=[CH:7][N:6]=1)(=[O:3])[CH3:2].C1N=CN(C(N2C=NC=C2)=O)C=1.Cl.[CH3:40][O:41][NH:42][CH3:43]. (5) Given the product [C:1]([OH:6])(=[O:5])[C:2]([OH:4])=[O:3].[CH2:9]1[CH:10]2[CH2:14][CH2:13][CH2:12][CH:11]2[CH2:7][N:8]1[CH2:15][CH2:16][CH2:17][CH2:18][NH:19][C:20]1[CH:27]=[CH:26][C:23]([C:24]([NH2:25])=[O:28])=[CH:22][CH:21]=1, predict the reactants needed to synthesize it. The reactants are: [C:1]([OH:6])(=[O:5])[C:2]([OH:4])=[O:3].[CH2:7]1[CH:11]2[CH2:12][CH2:13][CH2:14][CH:10]2[CH2:9][N:8]1[CH2:15][CH2:16][CH2:17][CH2:18][NH:19][C:20]1[CH:27]=[CH:26][C:23]([C:24]#[N:25])=[CH:22][CH:21]=1.[OH-:28].[K+]. (6) Given the product [C:23]([C:28]1[N:8]([CH2:9][C@H:10]2[CH2:15][CH2:14][CH2:13][CH2:12][N:11]2[CH3:16])[C:7]2[CH:6]=[CH:5][C:4]([NH:17][C:18](=[O:21])[O:19][CH3:20])=[CH:3][C:2]=2[N:1]=1)([CH3:27])([CH3:24])[CH3:22], predict the reactants needed to synthesize it. The reactants are: [NH2:1][C:2]1[CH:3]=[C:4]([NH:17][C:18](=[O:21])[O:19][CH3:20])[CH:5]=[CH:6][C:7]=1[NH:8][CH2:9][C@H:10]1[CH2:15][CH2:14][CH2:13][CH2:12][N:11]1[CH3:16].[CH3:22][C:23]([CH3:28])([CH3:27])[C:24](Cl)=O. (7) Given the product [CH3:32][N:33]1[CH2:38][CH2:37][N:36]([CH2:2][C:3]2[O:7][C:6]3[C:8]([OH:14])=[C:9]([O:12][CH3:13])[CH:10]=[CH:11][C:5]=3[C:4]=2[C:18](=[O:31])[C:19]2[CH:24]=[C:23]([O:25][CH3:26])[C:22]([O:27][CH3:28])=[C:21]([O:29][CH3:30])[CH:20]=2)[CH2:35][CH2:34]1, predict the reactants needed to synthesize it. The reactants are: Br[CH2:2][C:3]1[O:7][C:6]2[C:8]([O:14]C(=O)C)=[C:9]([O:12][CH3:13])[CH:10]=[CH:11][C:5]=2[C:4]=1[C:18](=[O:31])[C:19]1[CH:24]=[C:23]([O:25][CH3:26])[C:22]([O:27][CH3:28])=[C:21]([O:29][CH3:30])[CH:20]=1.[CH3:32][N:33]1[CH2:38][CH2:37][NH:36][CH2:35][CH2:34]1.CNC.